Dataset: Catalyst prediction with 721,799 reactions and 888 catalyst types from USPTO. Task: Predict which catalyst facilitates the given reaction. (1) Reactant: [H-].[Na+].[CH3:3][C:4]1[CH:9]=[C:8]([CH3:10])[CH:7]=[C:6]([CH3:11])[C:5]=1[OH:12].[Cl:13][C:14]1[N:15]=[C:16](Cl)[C:17]2[N:22]([CH3:23])[CH:21]=[CH:20][C:18]=2[N:19]=1. Product: [Cl:13][C:14]1[N:15]=[C:16]([O:12][C:5]2[C:6]([CH3:11])=[CH:7][C:8]([CH3:10])=[CH:9][C:4]=2[CH3:3])[C:17]2[N:22]([CH3:23])[CH:21]=[CH:20][C:18]=2[N:19]=1. The catalyst class is: 179. (2) Reactant: [CH:1]12N(C([O-])=O)[CH:5]([CH2:6][CH2:7]1)[CH2:4]N[CH2:2]2.[C:12]([N:15]1[C:24]2[C:19](=[CH:20][C:21]([N:25]3[CH2:31][CH:30]4[N:32]([C:33]([O:35][C:36]([CH3:39])([CH3:38])[CH3:37])=[O:34])[CH:27]([CH2:28][CH2:29]4)[CH2:26]3)=[CH:22][CH:23]=2)[C@H:18]([NH2:40])[C@@H:17]([CH3:41])[C@@H:16]1[CH3:42])(=[O:14])[CH3:13].BrC1C=CC=CC=1.CN(C1C(C2C(P(C3CCCCC3)C3CCCCC3)=CC=CC=2)=CC=CC=1)C.CC(C)([O-])C.[Na+]. Product: [C:12]([N:15]1[C:24]2[C:19](=[CH:20][C:21]([N:25]3[CH2:31][CH:30]4[N:32]([C:33]([O:35][C:36]([CH3:39])([CH3:38])[CH3:37])=[O:34])[CH:27]([CH2:28][CH2:29]4)[CH2:26]3)=[CH:22][CH:23]=2)[C@H:18]([NH:40][C:2]2[CH:4]=[CH:5][CH:6]=[CH:7][CH:1]=2)[C@@H:17]([CH3:41])[C@@H:16]1[CH3:42])(=[O:14])[CH3:13]. The catalyst class is: 62. (3) Reactant: [F:1][C:2]1[CH:3]=[CH:4][C:5]([CH3:32])=[C:6]([CH:31]=1)[O:7][CH2:8][C:9]1[C:18]([C:19]2[CH:24]=[CH:23][C:22]([OH:25])=[CH:21][C:20]=2[O:26][CH3:27])=[CH:17][CH:16]=[C:15]2[C:10]=1[C:11]([CH3:30])=[CH:12][C:13]([CH3:29])([CH3:28])[NH:14]2.C(N(CC)CC)C.[C:40]1([N:46]=[C:47]=[O:48])[CH:45]=[CH:44][CH:43]=[CH:42][CH:41]=1. Product: [F:1][C:2]1[CH:3]=[CH:4][C:5]([CH3:32])=[C:6]([CH:31]=1)[O:7][CH2:8][C:9]1[C:18]([C:19]2[CH:24]=[CH:23][C:22]([O:25][C:47]([NH:46][C:40]3[CH:45]=[CH:44][CH:43]=[CH:42][CH:41]=3)=[O:48])=[CH:21][C:20]=2[O:26][CH3:27])=[CH:17][CH:16]=[C:15]2[C:10]=1[C:11]([CH3:30])=[CH:12][C:13]([CH3:28])([CH3:29])[NH:14]2. The catalyst class is: 7.